This data is from Catalyst prediction with 721,799 reactions and 888 catalyst types from USPTO. The task is: Predict which catalyst facilitates the given reaction. (1) Reactant: [C:1]([C:5]1[CH:6]=[C:7]([NH:30][S:31]([CH3:34])(=[O:33])=[O:32])[C:8]([O:28][CH3:29])=[C:9]([NH:11][C:12](=[O:27])[NH:13][C:14]2[C:23]3[C:18](=[CH:19][CH:20]=[CH:21][CH:22]=3)[C:17]([C:24](O)=[O:25])=[CH:16][CH:15]=2)[CH:10]=1)([CH3:4])([CH3:3])[CH3:2].CN(C(ON1N=NC2C=CC=CC1=2)=[N+](C)C)C.[B-](F)(F)(F)F.C(N(CC)CC)C.[OH:64][CH:65]1[CH2:70][CH2:69][NH:68][CH2:67][CH2:66]1. Product: [C:1]([C:5]1[CH:10]=[C:9]([NH:11][C:12]([NH:13][C:14]2[C:23]3[C:18](=[CH:19][CH:20]=[CH:21][CH:22]=3)[C:17]([C:24]([N:68]3[CH2:69][CH2:70][CH:65]([OH:64])[CH2:66][CH2:67]3)=[O:25])=[CH:16][CH:15]=2)=[O:27])[C:8]([O:28][CH3:29])=[C:7]([NH:30][S:31]([CH3:34])(=[O:33])=[O:32])[CH:6]=1)([CH3:2])([CH3:3])[CH3:4]. The catalyst class is: 3. (2) Reactant: [Cl:1][C:2]1[CH:3]=[C:4]([CH2:27][OH:28])[CH:5]=[N:6][C:7]=1[C:8]1[CH:13]=[CH:12][C:11]([C:14]2[NH:18][C:17]3[CH:19]=[C:20]([C:23]([F:26])([F:25])[F:24])[CH:21]=[CH:22][C:16]=3[N:15]=2)=[CH:10][CH:9]=1. Product: [Cl:1][C:2]1[CH:3]=[C:4]([CH:27]=[O:28])[CH:5]=[N:6][C:7]=1[C:8]1[CH:13]=[CH:12][C:11]([C:14]2[NH:18][C:17]3[CH:19]=[C:20]([C:23]([F:25])([F:26])[F:24])[CH:21]=[CH:22][C:16]=3[N:15]=2)=[CH:10][CH:9]=1. The catalyst class is: 327. (3) Reactant: CC(CC(C)(C)CC(C)(C)C)=C.[P:13]([Cl:18])(Cl)(Cl)([Cl:15])[Cl:14].[ClH:19].[C:20]([O:23]C(=O)C)(=[O:22])[CH3:21]. Product: [C:20]([Cl:19])(=[O:23])[CH3:21].[P:13]([Cl:18])([Cl:15])([Cl:14])=[O:22]. The catalyst class is: 81. (4) Reactant: [CH3:1][O:2][C:3]1[C:11]2[CH:10]=[C:9]([C:12]([NH:14][NH:15][C:16](=[O:21])[C:17]([F:20])([F:19])[F:18])=O)[O:8][C:7]=2[CH:6]=[CH:5][CH:4]=1.C1(P(C2C=CC=CC=2)C2C=CC=CC=2)C=CC=CC=1.N(C(OCC)=O)=NC(OCC)=O. Product: [CH3:1][O:2][C:3]1[C:11]2[CH:10]=[C:9]([C:12]3[O:21][C:16]([C:17]([F:18])([F:19])[F:20])=[N:15][N:14]=3)[O:8][C:7]=2[CH:6]=[CH:5][CH:4]=1. The catalyst class is: 66. (5) Reactant: O[C:2]1[CH:7]=[CH:6][N:5]=[CH:4][CH:3]=1.[CH3:8][NH:9][CH3:10].[CH2:11]=[O:12]. Product: [CH3:8][N:9]([CH2:7][C:6]1[C:11]([OH:12])=[CH:2][CH:3]=[CH:4][N:5]=1)[CH3:10]. The catalyst class is: 6. (6) Reactant: [NH2:1][C@@H:2]1[CH2:7][CH2:6][C@H:5]([NH:8][C:9]([O:11][C:12]([CH3:15])([CH3:14])[CH3:13])=[O:10])[CH2:4][CH2:3]1.F[C:17]1[CH:22]=[CH:21][C:20]([CH3:23])=[CH:19][C:18]=1[N+:24]([O-:26])=[O:25].C(=O)([O-])[O-].[K+].[K+]. Product: [C:12]([O:11][C:9](=[O:10])[NH:8][C@H:5]1[CH2:6][CH2:7][C@@H:2]([NH:1][C:17]2[CH:22]=[CH:21][C:20]([CH3:23])=[CH:19][C:18]=2[N+:24]([O-:26])=[O:25])[CH2:3][CH2:4]1)([CH3:15])([CH3:14])[CH3:13]. The catalyst class is: 3. (7) Reactant: Cl[CH2:2][C:3]1[CH:13]=[CH:12][C:6]2[N:7]=[C:8]([S:10][CH3:11])[S:9][C:5]=2[CH:4]=1.[NH:14]1[CH:18]=[C:17]([C:19]2[CH:20]=[N:21][N:22]([CH3:24])[CH:23]=2)[N:16]=[CH:15]1.C([O-])([O-])=O.[K+].[K+]. Product: [CH3:24][N:22]1[CH:23]=[C:19]([C:17]2[N:16]([CH2:2][C:3]3[CH:13]=[CH:12][C:6]4[N:7]=[C:8]([S:10][CH3:11])[S:9][C:5]=4[CH:4]=3)[CH:15]=[N:14][CH:18]=2)[CH:20]=[N:21]1.[CH3:24][N:22]1[CH:23]=[C:19]([C:17]2[N:16]=[CH:15][N:14]([CH2:2][C:3]3[CH:13]=[CH:12][C:6]4[N:7]=[C:8]([S:10][CH3:11])[S:9][C:5]=4[CH:4]=3)[CH:18]=2)[CH:20]=[N:21]1. The catalyst class is: 3.